Dataset: Full USPTO retrosynthesis dataset with 1.9M reactions from patents (1976-2016). Task: Predict the reactants needed to synthesize the given product. The reactants are: [CH2:1]([O:8][C:9]1[C:14]([CH3:15])=[CH:13][C:12]([CH2:16][C@@H:17]([OH:22])[C:18]([O:20][CH3:21])=[O:19])=[CH:11][C:10]=1[Cl:23])[C:2]1[CH:7]=[CH:6][CH:5]=[CH:4][CH:3]=1.[NH:24]1[CH2:29][CH2:28][CH:27]([N:30]2[CH2:36][CH2:35][C:34]3[CH:37]=[CH:38][CH:39]=[CH:40][C:33]=3[NH:32][C:31]2=[O:41])[CH2:26][CH2:25]1.[Li+].[OH-].C1C[O:47][CH2:46]C1. Given the product [O:41]=[C:31]1[N:30]([CH:27]2[CH2:26][CH2:25][N:24]([C:46]([O:22][C@@H:17]([C:18]([O:20][CH3:21])=[O:19])[CH2:16][C:12]3[CH:13]=[C:14]([CH3:15])[C:9]([O:8][CH2:1][C:2]4[CH:3]=[CH:4][CH:5]=[CH:6][CH:7]=4)=[C:10]([Cl:23])[CH:11]=3)=[O:47])[CH2:29][CH2:28]2)[CH2:36][CH2:35][C:34]2[CH:37]=[CH:38][CH:39]=[CH:40][C:33]=2[NH:32]1, predict the reactants needed to synthesize it.